Task: Predict the product of the given reaction.. Dataset: Forward reaction prediction with 1.9M reactions from USPTO patents (1976-2016) (1) Given the reactants [N+:1]([C:4]1[CH:5]=[C:6]([NH:10][C:11]2[N:18]=[CH:17][CH:16]=[CH:15][C:12]=2[CH:13]=O)[CH:7]=[CH:8][CH:9]=1)([O-:3])=[O:2].[N:19]1[CH:24]=[CH:23][C:22]([CH2:25][CH2:26][CH2:27][CH2:28][CH2:29][CH2:30][CH2:31][CH2:32][C:33](OC)=[O:34])=[CH:21][CH:20]=1.[Li+].CC([N-]C(C)C)C, predict the reaction product. The product is: [N+:1]([C:4]1[CH:5]=[C:6]([N:10]2[C:11]3[C:12](=[CH:15][CH:16]=[CH:17][N:18]=3)[CH:13]=[C:32]([CH2:31][CH2:30][CH2:29][CH2:28][CH2:27][CH2:26][CH2:25][C:22]3[CH:21]=[CH:20][N:19]=[CH:24][CH:23]=3)[C:33]2=[O:34])[CH:7]=[CH:8][CH:9]=1)([O-:3])=[O:2]. (2) Given the reactants [SH:1][C:2]1[CH:9]=[C:8]([C:10]2[CH:15]=[CH:14][C:13]([C:16]([F:19])([F:18])[F:17])=[CH:12][CH:11]=2)[CH:7]=[CH:6][C:3]=1[C:4]#[N:5].[CH3:20][C:21](C)([O-])[CH3:22].[K+].O, predict the reaction product. The product is: [CH2:22]([S:1][C:2]1[CH:9]=[C:8]([C:10]2[CH:15]=[CH:14][C:13]([C:16]([F:17])([F:18])[F:19])=[CH:12][CH:11]=2)[CH:7]=[CH:6][C:3]=1[C:4]#[N:5])[CH:21]=[CH2:20]. (3) Given the reactants [CH2:1]([N:8]1[CH2:13][CH2:12][NH:11][CH2:10][CH2:9]1)[C:2]1[CH:7]=[CH:6][CH:5]=[CH:4][CH:3]=1.[CH3:14][O:15][CH2:16][C:17](Cl)=[O:18].C(N(CC)CC)C, predict the reaction product. The product is: [CH2:1]([N:8]1[CH2:13][CH2:12][N:11]([C:17](=[O:18])[CH2:16][O:15][CH3:14])[CH2:10][CH2:9]1)[C:2]1[CH:3]=[CH:4][CH:5]=[CH:6][CH:7]=1. (4) Given the reactants F[P-](F)(F)(F)(F)F.C[N+](C)=C(N(C)C)ON1C2N=CC=CC=2N=N1.Cl.[NH2:26][CH:27]([C:46]([N:48]([CH3:50])[CH3:49])=[O:47])[CH2:28][C:29]1[CH:30]=[C:31]([CH:43]=[CH:44][CH:45]=1)[O:32][C:33]1[CH:42]=[CH:41][C:36]([C:37]([O:39][CH3:40])=[O:38])=[CH:35][CH:34]=1.[NH2:51][C:52]1[N:61]=[C:60]([N:62]2[CH2:67][CH2:66][N:65]([CH3:68])[CH2:64][CH2:63]2)[C:59]2[C:54](=[CH:55][C:56]([C:69](O)=[O:70])=[CH:57][CH:58]=2)[N:53]=1.C(N(CC)C(C)C)(C)C, predict the reaction product. The product is: [NH2:51][C:52]1[N:61]=[C:60]([N:62]2[CH2:63][CH2:64][N:65]([CH3:68])[CH2:66][CH2:67]2)[C:59]2[C:54](=[CH:55][C:56]([C:69]([NH:26][CH:27]([C:46]([N:48]([CH3:50])[CH3:49])=[O:47])[CH2:28][C:29]3[CH:30]=[C:31]([CH:43]=[CH:44][CH:45]=3)[O:32][C:33]3[CH:42]=[CH:41][C:36]([C:37]([O:39][CH3:40])=[O:38])=[CH:35][CH:34]=3)=[O:70])=[CH:57][CH:58]=2)[N:53]=1. (5) Given the reactants [OH:1][CH2:2][C:3]1[CH:8]=[CH:7][C:6]([CH2:9][CH2:10][C:11]2[N:12]=[C:13]([NH:16][C:17](=[O:19])[CH3:18])[S:14][CH:15]=2)=[CH:5][CH:4]=1.O[N:21]1[C:29](=[O:30])[C:28]2[C:23](=[CH:24][CH:25]=[CH:26][CH:27]=2)[C:22]1=[O:31].C1(P(C2C=CC=CC=2)C2C=CC=CC=2)C=CC=CC=1.N(C(OCC)=O)=NC(OCC)=O.C(=O)([O-])O.[Na+], predict the reaction product. The product is: [O:31]=[C:22]1[C:23]2[C:28](=[CH:27][CH:26]=[CH:25][CH:24]=2)[C:29](=[O:30])[N:21]1[O:1][CH2:2][C:3]1[CH:8]=[CH:7][C:6]([CH2:9][CH2:10][C:11]2[N:12]=[C:13]([NH:16][C:17](=[O:19])[CH3:18])[S:14][CH:15]=2)=[CH:5][CH:4]=1. (6) Given the reactants Cl[C:2]1[C:3]2[CH:10]=[CH:9][N:8]([CH2:11][O:12][CH2:13][CH2:14][Si:15]([CH3:18])([CH3:17])[CH3:16])[C:4]=2[N:5]=[CH:6][N:7]=1.[S:19]1[CH:23]=[CH:22][N:21]=[CH:20]1.C([O-])(=O)C.[K+], predict the reaction product. The product is: [S:19]1[C:23]([C:2]2[C:3]3[CH:10]=[CH:9][N:8]([CH2:11][O:12][CH2:13][CH2:14][Si:15]([CH3:18])([CH3:17])[CH3:16])[C:4]=3[N:5]=[CH:6][N:7]=2)=[CH:22][N:21]=[CH:20]1. (7) Given the reactants [CH3:1][C:2]1[C:3]([CH2:14][S:15]([C:17]2[N:21]([CH2:22][OH:23])[C:20]3[CH:24]=[CH:25][CH:26]=[CH:27][C:19]=3[N:18]=2)=[O:16])=[N:4][CH:5]=[CH:6][C:7]=1[O:8][CH2:9][C:10]([F:13])([F:12])[F:11].C(N(CC)CC)C.[C:35](Cl)(=[O:39])[O:36][CH2:37][CH3:38].C(OCC)(=O)C, predict the reaction product. The product is: [C:35](=[O:39])([O:23][CH2:22][N:21]1[C:20]2[CH:24]=[CH:25][CH:26]=[CH:27][C:19]=2[N:18]=[C:17]1[S:15]([CH2:14][C:3]1[C:2]([CH3:1])=[C:7]([O:8][CH2:9][C:10]([F:12])([F:11])[F:13])[CH:6]=[CH:5][N:4]=1)=[O:16])[O:36][CH2:37][CH3:38]. (8) Given the reactants C(=O)([O-])[O-].[K+].[K+].[OH:7][C:8]1[CH:12]=[C:11]([CH3:13])[NH:10][N:9]=1.[CH2:14]([N:17]=[C:18]=[O:19])[CH:15]=[CH2:16].Cl, predict the reaction product. The product is: [CH2:14]([NH:17][C:18]([N:10]1[C:11]([CH3:13])=[CH:12][C:8]([OH:7])=[N:9]1)=[O:19])[CH:15]=[CH2:16]. (9) Given the reactants C(N(CC)CC)C.[CH3:8][C@@H:9]1[NH:14][CH2:13][CH2:12][N:11]([C:15]2[N:16]([CH2:37][C:38]([F:41])([F:40])[F:39])[C:17]3[C:22]([N:23]=2)=[C:21]([N:24]2[CH2:29][CH2:28][O:27][CH2:26][CH2:25]2)[N:20]=[C:19]([C:30]2[CH:31]=[N:32][C:33]([NH2:36])=[N:34][CH:35]=2)[N:18]=3)[CH2:10]1.C([O:45][CH2:46][C:47](Cl)=[O:48])(=O)C.C[O-].[Na+].CO, predict the reaction product. The product is: [NH2:36][C:33]1[N:34]=[CH:35][C:30]([C:19]2[N:18]=[C:17]3[C:22]([N:23]=[C:15]([N:11]4[CH2:12][CH2:13][N:14]([C:46](=[O:45])[CH2:47][OH:48])[C@@H:9]([CH3:8])[CH2:10]4)[N:16]3[CH2:37][C:38]([F:41])([F:39])[F:40])=[C:21]([N:24]3[CH2:25][CH2:26][O:27][CH2:28][CH2:29]3)[N:20]=2)=[CH:31][N:32]=1. (10) Given the reactants [CH3:1][NH:2][C:3]1[N:8]=[C:7]([CH2:9][CH2:10][O:11][C:12]2[CH:39]=[CH:38][C:15]3[CH2:16][C@@H:17]([CH2:33][C:34]([O:36]C)=[O:35])[C:18](=[O:32])[N:19]([CH2:21][C:22]4[CH:27]=[CH:26][C:25]([C:28]([F:31])([F:30])[F:29])=[CH:24][CH:23]=4)[CH2:20][C:14]=3[CH:13]=2)[CH:6]=[CH:5][CH:4]=1.[OH-].[Na+].Cl, predict the reaction product. The product is: [CH3:1][NH:2][C:3]1[N:8]=[C:7]([CH2:9][CH2:10][O:11][C:12]2[CH:39]=[CH:38][C:15]3[CH2:16][C@@H:17]([CH2:33][C:34]([OH:36])=[O:35])[C:18](=[O:32])[N:19]([CH2:21][C:22]4[CH:27]=[CH:26][C:25]([C:28]([F:29])([F:31])[F:30])=[CH:24][CH:23]=4)[CH2:20][C:14]=3[CH:13]=2)[CH:6]=[CH:5][CH:4]=1.